From a dataset of Catalyst prediction with 721,799 reactions and 888 catalyst types from USPTO. Predict which catalyst facilitates the given reaction. (1) Reactant: [F:1][C:2]1[CH:7]=[CH:6][C:5]([CH:8]([C:28]2[CH:33]=[CH:32][C:31]([F:34])=[CH:30][CH:29]=2)[C@H:9]([NH:20]C(=O)OC(C)(C)C)[C:10]([N:12]2[CH2:16][C@@H:15]([F:17])[CH2:14][C@H:13]2[C:18]#[N:19])=[O:11])=[CH:4][CH:3]=1.[C:35]1([CH3:45])[CH:40]=[CH:39][C:38]([S:41]([OH:44])(=[O:43])=[O:42])=[CH:37][CH:36]=1. Product: [C:35]1([CH3:45])[CH:36]=[CH:37][C:38]([S:41]([OH:44])(=[O:42])=[O:43])=[CH:39][CH:40]=1.[F:17][C@@H:15]1[CH2:16][N:12]([C:10](=[O:11])[C@H:9]([CH:8]([C:28]2[CH:33]=[CH:32][C:31]([F:34])=[CH:30][CH:29]=2)[C:5]2[CH:4]=[CH:3][C:2]([F:1])=[CH:7][CH:6]=2)[NH2:20])[C@H:13]([C:18]#[N:19])[CH2:14]1. The catalyst class is: 8. (2) Reactant: [C:1]1([CH2:7][C:8]([C:10]2[CH:11]=[C:12]([CH:15]=[CH:16][CH:17]=2)[C:13]#[N:14])=O)[CH:6]=[CH:5][CH:4]=[CH:3][CH:2]=1.C([O-])(=O)C.[NH4+].C([BH3-])#[N:24].[Na+]. Product: [NH2:24][CH:8]([C:10]1[CH:11]=[C:12]([CH:15]=[CH:16][CH:17]=1)[C:13]#[N:14])[CH2:7][C:1]1[CH:6]=[CH:5][CH:4]=[CH:3][CH:2]=1. The catalyst class is: 5. (3) Reactant: [Na].C[C:3](C)([C:7]([O-:9])=O)[C:4]([O-])=[O:5].[C:11]1(=[CH:15]C(=O)C)[CH2:14][CH2:13][CH2:12]1.[OH-].[K+].Cl. Product: [OH:9][C:7]1[CH2:12][C:11]2([CH2:13][CH2:14]2)[CH2:15][C:4](=[O:5])[CH:3]=1. The catalyst class is: 72. (4) Product: [N:11]1([C:9]2[CH:10]=[C:2]3[C:3]([C:4](=[O:6])[NH:22][CH:21]=[N:1]3)=[CH:7][CH:8]=2)[CH2:16][CH2:15][O:14][CH2:13][CH2:12]1. Reactant: [NH2:1][C:2]1[CH:10]=[C:9]([N:11]2[CH2:16][CH2:15][O:14][CH2:13][CH2:12]2)[CH:8]=[CH:7][C:3]=1[C:4]([OH:6])=O.C(O)(=O)C.[CH:21](N)=[NH:22]. The catalyst class is: 8. (5) Reactant: [CH3:1][O:2][C:3]1[CH:8]=[CH:7][CH:6]=[C:5]([O:9][CH3:10])[CH:4]=1.CN(CCN(C)C)C.C([Li])CCC.[C:24](OCC)(=[O:30])[C:25]([O:27][CH2:28][CH3:29])=[O:26].Cl. Product: [CH3:1][O:2][C:3]1[CH:8]=[CH:7][CH:6]=[C:5]([O:9][CH3:10])[C:4]=1[C:24](=[O:30])[C:25]([O:27][CH2:28][CH3:29])=[O:26]. The catalyst class is: 81. (6) Reactant: [O:1]([CH2:8][C:9]([N:11]1[CH2:16][CH2:15][C:14]2[NH:17][N:18]=[C:19]([C:20]3[CH:25]=[CH:24][CH:23]=[CH:22][CH:21]=3)[C:13]=2[CH2:12]1)=[O:10])[C:2]1[CH:7]=[CH:6][CH:5]=[CH:4][CH:3]=1.[H-].[Na+].I[CH2:29][CH3:30]. Product: [CH2:29]([N:17]1[C:14]2[CH2:15][CH2:16][N:11]([C:9](=[O:10])[CH2:8][O:1][C:2]3[CH:7]=[CH:6][CH:5]=[CH:4][CH:3]=3)[CH2:12][C:13]=2[C:19]([C:20]2[CH:25]=[CH:24][CH:23]=[CH:22][CH:21]=2)=[N:18]1)[CH3:30].[CH2:29]([N:18]1[C:19]([C:20]2[CH:25]=[CH:24][CH:23]=[CH:22][CH:21]=2)=[C:13]2[CH2:12][N:11]([C:9](=[O:10])[CH2:8][O:1][C:2]3[CH:7]=[CH:6][CH:5]=[CH:4][CH:3]=3)[CH2:16][CH2:15][C:14]2=[N:17]1)[CH3:30]. The catalyst class is: 3. (7) Reactant: [Br:1][C:2]1[CH:3]=[CH:4][C:5]2[O:9][C:8]([C:10](OCC)=[O:11])=[CH:7][C:6]=2[CH:15]=1.CC(C[AlH]CC(C)C)C.O. Product: [Br:1][C:2]1[CH:3]=[CH:4][C:5]2[O:9][C:8]([CH2:10][OH:11])=[CH:7][C:6]=2[CH:15]=1. The catalyst class is: 1.